From a dataset of Forward reaction prediction with 1.9M reactions from USPTO patents (1976-2016). Predict the product of the given reaction. (1) Given the reactants [Cl:1][C:2]1[CH:3]=[C:4]([C:9]2([C:26]([F:29])([F:28])[F:27])[O:13][CH:12]=[C:11]([C:14]3[CH:25]=[CH:24][C:17]4[C:18]5([CH2:23][NH:22][CH2:21]5)[O:19][CH2:20][C:16]=4[CH:15]=3)[CH2:10]2)[CH:5]=[C:6]([Cl:8])[CH:7]=1.CCN(C(C)C)C(C)C.[CH3:39][S:40]([CH2:43][C:44](O)=[O:45])(=[O:42])=[O:41].C(P1(=O)OP(CCC)(=O)OP(CCC)(=O)O1)CC, predict the reaction product. The product is: [Cl:1][C:2]1[CH:3]=[C:4]([C:9]2([C:26]([F:28])([F:27])[F:29])[O:13][CH:12]=[C:11]([C:14]3[CH:25]=[CH:24][C:17]4[C:18]5([CH2:23][N:22]([C:44](=[O:45])[CH2:43][S:40]([CH3:39])(=[O:42])=[O:41])[CH2:21]5)[O:19][CH2:20][C:16]=4[CH:15]=3)[CH2:10]2)[CH:5]=[C:6]([Cl:8])[CH:7]=1. (2) Given the reactants [C:1]1([CH:7]([C:32]2[CH:37]=[CH:36][CH:35]=[CH:34][CH:33]=2)[N:8]2[CH:13]=[CH:12][CH:11]=[C:10]([C:14]([NH:16][C@@H:17]([CH2:25][CH2:26][C:27]([O:29]C)=[O:28])[C:18]([O:20][C:21]([CH3:24])([CH3:23])[CH3:22])=[O:19])=[O:15])[C:9]2=[O:31])[CH:6]=[CH:5][CH:4]=[CH:3][CH:2]=1, predict the reaction product. The product is: [C:21]([O:20][C:18](=[O:19])[C@@H:17]([NH:16][C:14]([C:10]1[C:9](=[O:31])[N:8]([CH:7]([C:1]2[CH:2]=[CH:3][CH:4]=[CH:5][CH:6]=2)[C:32]2[CH:37]=[CH:36][CH:35]=[CH:34][CH:33]=2)[CH:13]=[CH:12][CH:11]=1)=[O:15])[CH2:25][CH2:26][C:27]([OH:29])=[O:28])([CH3:24])([CH3:22])[CH3:23]. (3) Given the reactants [N:1]([C:4]1[CH:13]=[CH:12][CH:11]=[C:10]2[C:5]=1[CH:6]=[CH:7][C:8]([CH3:14])=[N:9]2)=[C:2]=S.[N:15]#[C:16][NH2:17].[Na].Cl.CN(C)CCCN=C=NCC.[Cl:31][C:32]1[CH:37]=[CH:36][C:35]([NH:38][C:39]([N:41]2[CH2:46][CH2:45][NH:44][CH:43]([CH:47]([CH3:49])[CH3:48])[CH2:42]2)=[O:40])=[CH:34][CH:33]=1, predict the reaction product. The product is: [Cl:31][C:32]1[CH:33]=[CH:34][C:35]([NH:38][C:39]([N:41]2[CH2:46][CH2:45][N:44]([C:2](=[N:17][C:16]#[N:15])[NH:1][C:4]3[CH:13]=[CH:12][CH:11]=[C:10]4[C:5]=3[CH:6]=[CH:7][C:8]([CH3:14])=[N:9]4)[CH:43]([CH:47]([CH3:49])[CH3:48])[CH2:42]2)=[O:40])=[CH:36][CH:37]=1. (4) Given the reactants CSC.[Cl:4][C:5]1[CH:10]=[CH:9][C:8]([Mg]Br)=[CH:7][CH:6]=1.[F:13][C:14]1[CH:19]=[CH:18][C:17]([CH2:20]/[CH:21]=[CH:22]/[C:23]([N:25]2[C@@H:29]([C:30]3[CH:35]=[CH:34][CH:33]=[CH:32][CH:31]=3)[CH2:28][O:27][C:26]2=[O:36])=[O:24])=[CH:16][CH:15]=1, predict the reaction product. The product is: [Cl:4][C:5]1[CH:10]=[CH:9][C:8]([C@H:21]([CH2:20][C:17]2[CH:18]=[CH:19][C:14]([F:13])=[CH:15][CH:16]=2)[CH2:22][C:23]([N:25]2[C@@H:29]([C:30]3[CH:31]=[CH:32][CH:33]=[CH:34][CH:35]=3)[CH2:28][O:27][C:26]2=[O:36])=[O:24])=[CH:7][CH:6]=1. (5) Given the reactants C(=O)([O-])[O-].[Cs+].[Cs+].[CH2:7]([O:9][C:10](=[O:21])[C@H:11]([NH2:20])[CH2:12][CH2:13][CH2:14][C:15]([O:17][CH2:18][CH3:19])=[O:16])[CH3:8].[I-].[K+].[CH3:24][O:25][C:26](=[O:34])[CH2:27][CH2:28][CH2:29][S:30][CH2:31][CH2:32]Cl.C([O-])(O)=O.[Na+], predict the reaction product. The product is: [CH2:7]([O:9][C:10](=[O:21])[C@H:11]([NH:20][CH2:32][CH2:31][S:30][CH2:29][CH2:28][CH2:27][C:26]([O:25][CH3:24])=[O:34])[CH2:12][CH2:13][CH2:14][C:15]([O:17][CH2:18][CH3:19])=[O:16])[CH3:8]. (6) The product is: [Br:8][C:6]1[CH:5]=[N:4][CH:3]=[C:2]([NH:17][C:14]2[CH:15]=[CH:16][C:11]([O:10][CH3:9])=[CH:12][CH:13]=2)[CH:7]=1. Given the reactants Br[C:2]1[CH:3]=[N:4][CH:5]=[C:6]([Br:8])[CH:7]=1.[CH3:9][O:10][C:11]1[CH:16]=[CH:15][C:14]([NH2:17])=[CH:13][CH:12]=1.CC(C)([O-])C.[Na+], predict the reaction product. (7) Given the reactants C[O:2][C:3]1[CH:8]=[CH:7][C:6]([N:9]([CH3:23])[C:10]2[CH:15]=[CH:14][CH:13]=[C:12]([N:16]3[CH2:21][CH2:20][N:19]([CH3:22])[CH2:18][CH2:17]3)[CH:11]=2)=[CH:5][CH:4]=1.B(Br)(Br)Br, predict the reaction product. The product is: [CH3:23][N:9]([C:10]1[CH:15]=[CH:14][CH:13]=[C:12]([N:16]2[CH2:17][CH2:18][N:19]([CH3:22])[CH2:20][CH2:21]2)[CH:11]=1)[C:6]1[CH:5]=[CH:4][C:3]([OH:2])=[CH:8][CH:7]=1.